From a dataset of Reaction yield outcomes from USPTO patents with 853,638 reactions. Predict the reaction yield, written as a fraction of the theoretical maximum amount of product (1.0 means a 100% yield; for example, 0.34 means a 34% yield). (1) The reactants are [NH2:1][C:2]1[CH:10]=[CH:9][C:8]([CH3:11])=[CH:7][C:3]=1[C:4]([OH:6])=[O:5].ClC([O-])=O.Cl[C:17]([O:19][CH3:20])=O.N1[CH:26]=[CH:25][CH:24]=[CH:23][CH:22]=1. The catalyst is C(OCC)(=O)C.CCCCC. The product is [CH2:17]([O:19][C:20]1[O:5][C:4](=[O:6])[C:3]2[CH:7]=[C:8]([CH3:11])[CH:9]=[CH:10][C:2]=2[N:1]=1)[CH2:22][CH2:23][CH2:24][CH2:25][CH2:26][CH2:26][CH2:25][CH2:24][CH2:23][CH2:22][CH2:4][CH2:3][CH2:2][CH2:10][CH3:9]. The yield is 0.310. (2) The reactants are [C:1]([O:5][C:6]([NH:8][C@H:9]1[CH2:14][C@@H:13]([CH2:15]O)[CH2:12][N:11]([C:17]([O:19][CH2:20][C:21]2[CH:26]=[CH:25][CH:24]=[CH:23][CH:22]=2)=[O:18])[CH2:10]1)=[O:7])([CH3:4])([CH3:3])[CH3:2].[F:27]C(F)(S(F)(=O)=O)C(F)(F)C(F)(F)C(F)(F)F.C(N(CC)CC)C. The catalyst is O1CCCC1. The product is [C:1]([O:5][C:6]([NH:8][C@H:9]1[CH2:14][C@@H:13]([CH2:15][F:27])[CH2:12][N:11]([C:17]([O:19][CH2:20][C:21]2[CH:26]=[CH:25][CH:24]=[CH:23][CH:22]=2)=[O:18])[CH2:10]1)=[O:7])([CH3:4])([CH3:3])[CH3:2]. The yield is 0.450. (3) The yield is 0.964. The product is [CH:12]([C:13]1[CH:21]=[CH:20][C:18]([O:19][C:2]2[N:3]=[CH:4][C:5]([C:8]([NH2:10])=[O:9])=[N:6][CH:7]=2)=[C:15]([O:16][CH3:17])[CH:14]=1)=[O:11]. The catalyst is CN(C=O)C. The reactants are Cl[C:2]1[N:3]=[CH:4][C:5]([C:8]([NH2:10])=[O:9])=[N:6][CH:7]=1.[O:11]=[CH:12][C:13]1[CH:21]=[CH:20][C:18]([OH:19])=[C:15]([O:16][CH3:17])[CH:14]=1.C([O-])([O-])=O.[K+].[K+]. (4) The reactants are [CH2:1]([O:8][C:9]1[CH:14]=[C:13](Br)[CH:12]=[CH:11][C:10]=1[F:16])[C:2]1[CH:7]=[CH:6][CH:5]=[CH:4][CH:3]=1.N[C@H]1CCCC[C@@H]1N.P([O-])([O-])([O-])=O.[K+].[K+].[K+].[NH:33]1[CH:37]=[CH:36][CH:35]=[N:34]1. The catalyst is O1CCOCC1.O.CCOC(C)=O.[Cu]I. The product is [CH2:1]([O:8][C:9]1[CH:14]=[C:13]([N:33]2[CH:37]=[CH:36][CH:35]=[N:34]2)[CH:12]=[CH:11][C:10]=1[F:16])[C:2]1[CH:7]=[CH:6][CH:5]=[CH:4][CH:3]=1. The yield is 0.431. (5) The reactants are C([O:5][C:6]1[CH:11]=[C:10]([C:12]2[CH:29]=[CH:28][C:15]([CH2:16][NH:17][C:18](=[O:27])[C:19]3[C:24]([Cl:25])=[CH:23][CH:22]=[CH:21][C:20]=3[Cl:26])=[CH:14][CH:13]=2)[CH:9]=[CH:8][N:7]=1)(C)(C)C. The catalyst is C(O)=O. The product is [Cl:26][C:20]1[CH:21]=[CH:22][CH:23]=[C:24]([Cl:25])[C:19]=1[C:18]([NH:17][CH2:16][C:15]1[CH:28]=[CH:29][C:12]([C:10]2[CH:9]=[CH:8][NH:7][C:6](=[O:5])[CH:11]=2)=[CH:13][CH:14]=1)=[O:27]. The yield is 0.755. (6) The reactants are [F:1][C:2]1[CH:7]=[C:6]([N+:8]([O-:10])=[O:9])[CH:5]=[CH:4][C:3]=1[CH3:11].C(OOC(=O)C1C=CC=CC=1)(=O)C1C=CC=CC=1.[Br:30]N1C(=O)CCC1=O. The catalyst is C(Cl)(Cl)(Cl)Cl.C(OCC)(=O)C. The product is [Br:30][CH2:11][C:3]1[CH:4]=[CH:5][C:6]([N+:8]([O-:10])=[O:9])=[CH:7][C:2]=1[F:1]. The yield is 0.260. (7) The reactants are [F:1][C:2]([F:13])([F:12])[C:3]1[CH:8]=[CH:7][C:6]([C:9](=O)[CH3:10])=[CH:5][CH:4]=1.[NH2:14][C:15]([NH2:17])=[S:16]. No catalyst specified. The product is [NH2:17][C:15]1[S:16][CH:10]=[C:9]([C:6]2[CH:7]=[CH:8][C:3]([C:2]([F:13])([F:12])[F:1])=[CH:4][CH:5]=2)[N:14]=1. The yield is 0.775.